Dataset: Full USPTO retrosynthesis dataset with 1.9M reactions from patents (1976-2016). Task: Predict the reactants needed to synthesize the given product. (1) Given the product [CH:1]1([CH2:4][CH:12]2[C:13](=[O:14])[O:15][C:8]([CH3:16])([CH3:7])[O:9][C:10]2=[O:11])[CH2:3][CH2:2]1, predict the reactants needed to synthesize it. The reactants are: [CH:1]1([C:4](O)=O)[CH2:3][CH2:2]1.[CH3:7][C:8]1([CH3:16])[O:15][C:13](=[O:14])[CH2:12][C:10](=[O:11])[O:9]1.CCN=C=NCCCN(C)C.Cl.Cl. (2) Given the product [Cl:18][CH2:14][C:5]1[CH2:4][CH2:3][N:2]([CH3:1])[CH2:7][C:6]=1[C:8]1[CH:13]=[CH:12][CH:11]=[CH:10][CH:9]=1.[ClH:18], predict the reactants needed to synthesize it. The reactants are: [CH3:1][N:2]1[CH2:7][C:6]([C:8]2[CH:13]=[CH:12][CH:11]=[CH:10][CH:9]=2)=[C:5]([CH2:14]O)[CH2:4][CH2:3]1.O=S(Cl)[Cl:18]. (3) Given the product [F:1][C:2]1[CH:3]=[C:4]([C:9]2[CH2:13][CH:12]([CH2:14][O:15][C:16]3[CH:20]=[CH:19][O:18][N:17]=3)[O:11][N:10]=2)[CH:5]=[CH:6][C:7]=1[N:21]1[CH:25]=[CH:24][CH:23]=[N:22]1, predict the reactants needed to synthesize it. The reactants are: [F:1][C:2]1[CH:3]=[C:4]([C:9]2[CH2:13][CH:12]([CH2:14][O:15][C:16]3[CH:20]=[CH:19][O:18][N:17]=3)[O:11][N:10]=2)[CH:5]=[CH:6][C:7]=1F.[NH:21]1[CH:25]=[CH:24][CH:23]=[N:22]1. (4) Given the product [Si:28]([O:27][C@@H:16]1[C@H:15]([O:35][Si:36]([C:39]([CH3:41])([CH3:42])[CH3:40])([CH3:37])[CH3:38])[C@@H:14]([CH2:13][OH:12])[O:18][C@H:17]1[N:19]1[CH:24]=[CH:23][C:22](=[O:25])[N:21]([CH2:63][C:62]2[CH:65]=[CH:66][C:59]([O:58][CH3:57])=[CH:60][CH:61]=2)[C:20]1=[O:26])([C:31]([CH3:33])([CH3:34])[CH3:32])([CH3:30])[CH3:29], predict the reactants needed to synthesize it. The reactants are: [H-].[Na+].COC1C=CC(C(C2C=CC(OC)=CC=2)[O:12][CH:13](C2C=CC=CC=2)[CH:14]2[O:18][CH:17]([N:19]3[CH:24]=[CH:23][C:22](=[O:25])[NH:21][C:20]3=[O:26])[CH:16]([O:27][Si:28]([C:31]([CH3:34])([CH3:33])[CH3:32])([CH3:30])[CH3:29])[CH:15]2[O:35][Si:36]([C:39]([CH3:42])([CH3:41])[CH3:40])([CH3:38])[CH3:37])=CC=1.[CH3:57][O:58][C:59]1[CH:66]=[CH:65][C:62]([CH2:63]Cl)=[CH:61][CH:60]=1.C1(S(O)(=O)=O)C=CC=CC=1. (5) Given the product [CH2:1]([O:2][C:3]1[CH:4]=[C:5]([C:11]2[CH:16]=[CH:15][C:14]([C:17]3[CH:22]=[CH:21][C:20]([O:23][CH2:24][CH2:48][CH2:47][CH2:46][CH2:45][CH2:44][CH2:43][CH2:42][CH2:41][CH2:40][CH2:39][CH3:38])=[C:19]([O:25][CH2:26][CH2:13][CH2:14][CH2:15][CH2:16][CH2:11][CH2:5][CH2:4][CH2:3][CH2:8][CH2:7][CH3:6])[C:18]=3[O:27][CH2:28][CH2:48][CH2:47][CH2:46][CH2:45][CH2:44][CH2:43][CH2:42][CH2:41][CH2:40][CH2:39][CH3:38])=[CH:13][N:12]=2)[CH:6]=[CH:7][C:8]=1[O:9][CH2:10][CH2:48][CH2:47][CH2:46][CH2:45][CH2:44][CH2:43][CH2:42][CH2:41][CH2:40][CH2:39][CH3:38])[CH2:31][CH2:32][CH2:33][CH2:34][CH2:35][CH2:21][CH2:22][CH2:17][CH2:18][CH2:19][CH3:20], predict the reactants needed to synthesize it. The reactants are: [CH3:1][O:2][C:3]1[CH:4]=[C:5]([C:11]2[CH:16]=[CH:15][C:14]([C:17]3[CH:22]=[CH:21][C:20]([O:23][CH3:24])=[C:19]([O:25][CH3:26])[C:18]=3[O:27][CH3:28])=[CH:13][N:12]=2)[CH:6]=[CH:7][C:8]=1[O:9][CH3:10].[Cl-].[NH+]1[CH:35]=[CH:34][CH:33]=[CH:32][CH:31]=1.BrC[CH2:38][CH2:39][CH2:40][CH2:41][CH2:42][CH2:43][CH2:44][CH2:45][CH2:46][CH2:47][CH3:48].C(=O)([O-])[O-].[K+].[K+]. (6) The reactants are: [NH:1]1[C:9]2[C:4](=[CH:5][CH:6]=[CH:7][CH:8]=2)[CH:3]=[CH:2]1.[OH-].[Na+].[Cl:12][CH2:13][CH2:14][CH2:15][CH2:16]Br. Given the product [Cl:12][CH2:13][CH2:14][CH2:15][CH2:16][N:1]1[C:9]2[C:4](=[CH:5][CH:6]=[CH:7][CH:8]=2)[CH:3]=[CH:2]1, predict the reactants needed to synthesize it. (7) Given the product [F:33][C:4]1[C:5]([N:27]2[N:28]=[CH:29][CH:30]=[N:31]2)=[C:6]([CH:26]=[CH:2][CH:3]=1)[C:7]([NH:9][C@H:10]1[CH2:14][CH2:13][CH2:12][C@@H:11]1[NH:15][C:16]1[CH:21]=[CH:20][C:19]([C:22]([F:24])([F:25])[F:23])=[CH:18][N:17]=1)=[O:8], predict the reactants needed to synthesize it. The reactants are: Cl[C:2]1[CH:3]=[CH:4][C:5]([N:27]2[N:31]=[CH:30][CH:29]=[N:28]2)=[C:6]([CH:26]=1)[C:7]([NH:9][C@H:10]1[CH2:14][CH2:13][CH2:12][C@@H:11]1[NH:15][C:16]1[CH:21]=[CH:20][C:19]([C:22]([F:25])([F:24])[F:23])=[CH:18][N:17]=1)=[O:8].Cl.[F:33]C(F)(F)C1C=CC(N[C@H]2CCC[C@@H]2N)=NC=1.FC1C(N2N=CC=N2)=C(C=CC=1)C(O)=O.